This data is from Full USPTO retrosynthesis dataset with 1.9M reactions from patents (1976-2016). The task is: Predict the reactants needed to synthesize the given product. (1) Given the product [OH:44][C:24]1([C:9]2[C:8]([OH:11])=[CH:7][C:3]3[O:4][CH2:5][CH2:6][O:1][C:2]=3[CH:10]=2)[C:23]2[C:27](=[CH:28][CH:29]=[C:30]([O:31][CH3:32])[C:22]=2[O:21][CH3:20])[N:26]([CH2:33][C:34]2[O:35][C:36]([C:39]([F:41])([F:40])[F:42])=[CH:37][CH:38]=2)[C:25]1=[O:43], predict the reactants needed to synthesize it. The reactants are: [O:1]1[CH2:6][CH2:5][O:4][C:3]2[CH:7]=[C:8]([OH:11])[CH:9]=[CH:10][C:2]1=2.BrC1C=C(O)C=CC=1.[CH3:20][O:21][C:22]1[C:30]([O:31][CH3:32])=[CH:29][CH:28]=[C:27]2[C:23]=1[C:24](=[O:44])[C:25](=[O:43])[N:26]2[CH2:33][C:34]1[O:35][C:36]([C:39]([F:42])([F:41])[F:40])=[CH:37][CH:38]=1.FC(F)(F)C1OC(CN2C3C(=CC=CC=3)C(=O)C2=O)=CC=1. (2) The reactants are: C[C:2]1([C:9](O)=O)[CH:7]=[C:6]([CH3:8])[CH:5]=[CH:4][NH:3]1.C(Cl)(=O)[C:13](Cl)=[O:14].C[O:19][C:20](=[O:46])[C@H:21]([CH2:38][C:39]1[CH:44]=[CH:43][C:42]([NH2:45])=[CH:41][CH:40]=1)[NH:22][C:23]([C:25]1([CH2:30][CH2:31][CH2:32][CH2:33][S:34]([CH3:37])(=[O:36])=[O:35])[CH2:29][CH2:28][CH2:27][CH2:26]1)=[O:24].CCN(C(C)C)C(C)C. Given the product [CH3:9][C:2]1[C:7]([C:13]([NH:45][C:42]2[CH:41]=[CH:40][C:39]([CH2:38][C@@H:21]([C:20]([OH:19])=[O:46])[NH:22][C:23]([C:25]3([CH2:30][CH2:31][CH2:32][CH2:33][S:34]([CH3:37])(=[O:35])=[O:36])[CH2:26][CH2:27][CH2:28][CH2:29]3)=[O:24])=[CH:44][CH:43]=2)=[O:14])=[C:6]([CH3:8])[CH:5]=[CH:4][N:3]=1, predict the reactants needed to synthesize it.